This data is from Forward reaction prediction with 1.9M reactions from USPTO patents (1976-2016). The task is: Predict the product of the given reaction. (1) Given the reactants Cl.Cl.[CH3:3][NH:4][C:5]1[CH:9]=[C:8]([C:10]2[CH:11]=[N:12][NH:13][CH:14]=2)[S:7][C:6]=1[C:15]([NH2:17])=[O:16].C([O-])(O)=O.[Na+].[C:23]1(=O)[CH2:28][CH2:27][CH2:26][CH2:25][CH2:24]1.CC1C=CC(S(O)(=O)=O)=CC=1.[O-]S([O-])(=O)=O.[Mg+2], predict the reaction product. The product is: [CH3:3][N:4]1[C:5]2[CH:9]=[C:8]([C:10]3[CH:14]=[N:13][NH:12][CH:11]=3)[S:7][C:6]=2[C:15](=[O:16])[NH:17][C:23]21[CH2:28][CH2:27][CH2:26][CH2:25][CH2:24]2. (2) Given the reactants [C:1]([C:3]1[CH:4]=[N:5][N:6]2[C:11]([C:12]([F:15])([F:14])[F:13])=[CH:10][C:9]([C:16]3[CH:21]=[CH:20][C:19]([C:22]([F:25])([F:24])[F:23])=[CH:18][CH:17]=3)=[N:8][C:7]=12)#[CH:2].Br[C:27]1[CH:28]=[C:29]([S:33]([NH2:36])(=[O:35])=[O:34])[CH:30]=[CH:31][CH:32]=1, predict the reaction product. The product is: [F:15][C:12]([F:14])([F:13])[C:11]1[N:6]2[N:5]=[CH:4][C:3]([C:1]#[C:2][C:27]3[CH:28]=[C:29]([S:33]([NH2:36])(=[O:35])=[O:34])[CH:30]=[CH:31][CH:32]=3)=[C:7]2[N:8]=[C:9]([C:16]2[CH:21]=[CH:20][C:19]([C:22]([F:25])([F:24])[F:23])=[CH:18][CH:17]=2)[CH:10]=1.